From a dataset of Reaction yield outcomes from USPTO patents with 853,638 reactions. Predict the reaction yield, written as a fraction of the theoretical maximum amount of product (1.0 means a 100% yield; for example, 0.34 means a 34% yield). (1) The reactants are [CH3:1][CH:2]1CCNC[CH2:3]1.[CH:8]1([C:13]([N:15]2[CH2:20][CH2:19][CH:18]([C:21]3[C:29]4[C:24](=[CH:25][CH:26]=[C:27]([NH:30][S:31]([N:34]5[CH2:38][CH2:37]O[C:35]5=O)(=[O:33])=[O:32])[CH:28]=4)[N:23]([CH3:40])[CH:22]=3)[CH2:17][CH2:16]2)=[O:14])[CH2:12][CH2:11][CH2:10][CH2:9]1.C(N(CC)CC)C. The catalyst is CC#N. The product is [CH:8]1([C:13]([N:15]2[CH2:16][CH2:17][CH:18]([C:21]3[C:29]4[C:24](=[CH:25][CH:26]=[C:27]([NH:30][S:31]([N:34]5[CH2:35][CH2:1][CH:2]([CH3:3])[CH2:37][CH2:38]5)(=[O:33])=[O:32])[CH:28]=4)[N:23]([CH3:40])[CH:22]=3)[CH2:19][CH2:20]2)=[O:14])[CH2:12][CH2:11][CH2:10][CH2:9]1. The yield is 0.490. (2) The reactants are Br[C:2]1[CH:7]=[CH:6][C:5]([CH:8]([N:15]([CH3:29])[C:16](=[O:28])[CH2:17][N:18]([C:20]2[CH:25]=[CH:24][C:23]([Cl:26])=[C:22]([Cl:27])[CH:21]=2)[CH3:19])[CH2:9][N:10]2[CH2:14][CH2:13][CH2:12][CH2:11]2)=[CH:4][CH:3]=1.[NH2:30][C:31]([C:33]1[CH:38]=[CH:37][CH:36]=[CH:35][C:34]=1B(O)O)=[O:32].C([O-])([O-])=O.[Na+].[Na+].C(OCC)(=O)C. The catalyst is CN(C=O)C.O.[Cl-].[Na+].O.C1C=CC(P(C2C=CC=CC=2)[C-]2C=CC=C2)=CC=1.C1C=CC(P(C2C=CC=CC=2)[C-]2C=CC=C2)=CC=1.Cl[Pd]Cl.[Fe+2]. The product is [Cl:27][C:22]1[CH:21]=[C:20]([N:18]([CH3:19])[CH2:17][C:16]([N:15]([CH3:29])[CH:8]([C:5]2[CH:6]=[CH:7][C:2]([C:34]3[C:33]([C:31]([NH2:30])=[O:32])=[CH:38][CH:37]=[CH:36][CH:35]=3)=[CH:3][CH:4]=2)[CH2:9][N:10]2[CH2:14][CH2:13][CH2:12][CH2:11]2)=[O:28])[CH:25]=[CH:24][C:23]=1[Cl:26]. The yield is 0.470. (3) The reactants are [C:1]([O:5][C@H:6]1[C:10]([CH3:12])([CH3:11])[CH2:9][O:8][C:7]1=[O:13])(=[O:4])[CH:2]=[CH2:3].[CH2:14]=[CH:15][C:16](=[CH2:18])[CH3:17]. The catalyst is ClCCl.[Ti](Cl)(Cl)(Cl)Cl. The product is [CH3:18][C:16]1[CH2:15][CH2:14][C@@H:2]([C:1]([O:5][C@H:6]2[C:10]([CH3:12])([CH3:11])[CH2:9][O:8][C:7]2=[O:13])=[O:4])[CH2:3][CH:17]=1. The yield is 0.460. (4) The catalyst is ClCCl. The yield is 0.620. The reactants are [CH2:1]([O:8][C@@H:9]1[CH2:13][C@H:12]([OH:14])[C@@H:11]([C:15]2[N:19]([CH3:20])[N:18]=[CH:17][CH:16]=2)[CH2:10]1)[C:2]1[CH:7]=[CH:6][CH:5]=[CH:4][CH:3]=1.C(N(C(C)C)CC)(C)C.[CH3:30][O:31][CH2:32]Cl.O. The product is [CH2:1]([O:8][C@H:9]1[CH2:10][C@H:11]([C:15]2[N:19]([CH3:20])[N:18]=[CH:17][CH:16]=2)[C@@H:12]([O:14][CH2:30][O:31][CH3:32])[CH2:13]1)[C:2]1[CH:3]=[CH:4][CH:5]=[CH:6][CH:7]=1. (5) The reactants are Cl.[F:2][C:3]1[C:8]([F:9])=[CH:7][CH:6]=[C:5]([F:10])[C:4]=1[CH2:11][C:12]([OH:14])=O.[CH2:15]([C@H:22]1[CH2:26][NH:25][C@H:24]([C:27]([NH:29][C:30]2[CH:35]=[CH:34][C:33]([O:36][C:37]3[CH:42]=[CH:41][C:40]([F:43])=[CH:39][CH:38]=3)=[CH:32][CH:31]=2)=[O:28])[CH2:23]1)[C:16]1[CH:21]=[CH:20][CH:19]=[CH:18][CH:17]=1. No catalyst specified. The product is [CH2:15]([C@H:22]1[CH2:26][N:25]([C:12](=[O:14])[CH2:11][C:4]2[C:5]([F:10])=[CH:6][CH:7]=[C:8]([F:9])[C:3]=2[F:2])[C@H:24]([C:27]([NH:29][C:30]2[CH:35]=[CH:34][C:33]([O:36][C:37]3[CH:38]=[CH:39][C:40]([F:43])=[CH:41][CH:42]=3)=[CH:32][CH:31]=2)=[O:28])[CH2:23]1)[C:16]1[CH:17]=[CH:18][CH:19]=[CH:20][CH:21]=1. The yield is 0.498. (6) The reactants are [C:1]([C:3]1[C@@:7]2([CH3:22])[CH2:8][CH2:9][C@H:10]3[C@H:19]([C@@H:6]2[CH2:5][CH:4]=1)[CH2:18][CH:17]=[C:16]1[C@:11]3([CH3:21])[CH2:12][CH2:13][C:14](=[O:20])[NH:15]1)#[CH:2].[Si]([N:27]=[N+:28]=[N-:29])(C)(C)C.C(OCC)(=O)C.O. The catalyst is CC(O)(C)C.O.[O-]S([O-])(=O)=O.[Cu+2]. The product is [CH3:21][C@@:11]12[C@H:10]3[CH2:9][CH2:8][C@@:7]4([CH3:22])[C@H:6]([C@@H:19]3[CH2:18][CH:17]=[C:16]1[NH:15][C:14](=[O:20])[CH2:13][CH2:12]2)[CH2:5][CH:4]=[C:3]4[C:1]1[N:27]=[N:28][NH:29][CH:2]=1. The yield is 0.150. (7) The reactants are Cl[C:2]1[CH:3]=[C:4]([C:14]2[C:19]3[S:20][C:21]4[CH:26]=[CH:25][CH:24]=[CH:23][C:22]=4[C:18]=3[CH:17]=[CH:16][CH:15]=2)[CH:5]=[C:6]([C:8]2[CH:13]=[CH:12][CH:11]=[CH:10][CH:9]=2)[CH:7]=1.[CH3:42][C:37]1([CH3:43])[C:38]([CH3:41])([CH3:40])[O:39][B:35]([B:35]2[O:39][C:38]([CH3:41])([CH3:40])[C:37]([CH3:43])([CH3:42])[O:36]2)[O:36]1.C([O-])(=O)C.[K+]. The catalyst is O1CCOCC1.C1C=CC(/C=C/C(/C=C/C2C=CC=CC=2)=O)=CC=1.C1C=CC(/C=C/C(/C=C/C2C=CC=CC=2)=O)=CC=1.C1C=CC(/C=C/C(/C=C/C2C=CC=CC=2)=O)=CC=1.[Pd].[Pd].COC1C=CC=C(OC)C=1C1C=CC=CC=1P(C1CCCCC1)C1CCCCC1. The product is [CH:17]1[C:18]2[C:22]3[CH:23]=[CH:24][CH:25]=[CH:26][C:21]=3[S:20][C:19]=2[C:14]([C:4]2[CH:3]=[C:2]([B:35]3[O:36][C:37]([CH3:42])([CH3:43])[C:38]([CH3:40])([CH3:41])[O:39]3)[CH:7]=[C:6]([C:8]3[CH:13]=[CH:12][CH:11]=[CH:10][CH:9]=3)[CH:5]=2)=[CH:15][CH:16]=1. The yield is 0.749. (8) The reactants are [CH2:1]([C:4]1[CH:9]=[CH:8][C:7]([C:10]2(O)[CH2:19][CH2:18][C:13]3([O:17][CH2:16][CH2:15][O:14]3)[CH2:12][CH2:11]2)=[CH:6][CH:5]=1)[CH2:2][CH3:3].CC[N+](S(N=C(OC)[O-])(=O)=O)(CC)CC. The catalyst is C1COCC1. The product is [CH2:1]([C:4]1[CH:5]=[CH:6][C:7]([C:10]2[CH2:19][CH2:18][C:13]3([O:17][CH2:16][CH2:15][O:14]3)[CH2:12][CH:11]=2)=[CH:8][CH:9]=1)[CH2:2][CH3:3]. The yield is 0.930. (9) The reactants are [Br:1][C:2]1[CH:17]=[CH:16][CH:15]=[CH:14][C:3]=1[O:4][CH2:5][C:6]([C:8]1[CH:13]=[CH:12][CH:11]=[CH:10][CH:9]=1)=O. The catalyst is O. The product is [C:8]1([C:6]2[C:14]3[CH:15]=[CH:16][CH:17]=[C:2]([Br:1])[C:3]=3[O:4][CH:5]=2)[CH:13]=[CH:12][CH:11]=[CH:10][CH:9]=1. The yield is 0.780.